From a dataset of Experimentally validated miRNA-target interactions with 360,000+ pairs, plus equal number of negative samples. Binary Classification. Given a miRNA mature sequence and a target amino acid sequence, predict their likelihood of interaction. (1) The miRNA is hsa-miR-5571-5p with sequence CAAUUCUCAAAGGAGCCUCCC. The protein sequence of the target gene is MAGLKRRASQVWPEEHGEQEHGLYSLHRMFDIVGTHLTHRDVRVLSFLFVDVIDDHERGLIRNGRDFLLALERQGRCDESNFRQVLQLLRIITRHDLLPYVTLKRRRAVCPDLVDKYLEETSIRYVTPRALSDPEPRPPQPSKTVPPHYPVVCCPTSGPQMCSKRPARGRATLGSQRKRRKSVTPDPKEKQTCDIRLRVRAEYCQHETALQGNVFSNKQDPLERQFERFNQANTILKSRDLGSIICDIKFSELTYLDAFWRDYINGSLLEALKGVFITDSLKQAVGHEAIKLLVNVDEED.... Result: 0 (no interaction). (2) The miRNA is hsa-miR-3913-5p with sequence UUUGGGACUGAUCUUGAUGUCU. The protein sequence of the target gene is MELLGEYVGQEGKPQKLRVSCEAPGDGDPFQGLLSGVAQMKDMVTELFDPLVQGEVQHRVAAAPDEDLDGDDEDDAEDENNIDNRTNFDGPSAKRPKTPS. Result: 0 (no interaction).